The task is: Regression. Given a peptide amino acid sequence and an MHC pseudo amino acid sequence, predict their binding affinity value. This is MHC class I binding data.. This data is from Peptide-MHC class I binding affinity with 185,985 pairs from IEDB/IMGT. The peptide sequence is AENLWVTVY. The MHC is HLA-B54:01 with pseudo-sequence HLA-B54:01. The binding affinity (normalized) is 0.